Predict the reactants needed to synthesize the given product. From a dataset of Full USPTO retrosynthesis dataset with 1.9M reactions from patents (1976-2016). (1) Given the product [CH2:1]([N:8]1[C:16]2[C:11](=[CH:12][C:13]([O:17][CH3:18])=[CH:14][CH:15]=2)[C:10]([CH2:19][OH:20])=[N:9]1)[C:2]1[CH:3]=[CH:4][CH:5]=[CH:6][CH:7]=1, predict the reactants needed to synthesize it. The reactants are: [CH2:1]([N:8]1[C:16]2[C:11](=[CH:12][C:13]([O:17][CH3:18])=[CH:14][CH:15]=2)[C:10]([C:19](OCC2C=CC=CC=2)=[O:20])=[N:9]1)[C:2]1[CH:7]=[CH:6][CH:5]=[CH:4][CH:3]=1.C(OCC)C.[H-].[H-].[H-].[H-].[Li+].[Al+3]. (2) Given the product [NH2:13][C@@H:12]([CH2:28][C:29]1[CH:34]=[CH:33][C:32]([C:35]2[CH:36]=[N:37][CH:38]=[CH:39][CH:40]=2)=[CH:31][CH:30]=1)[C@@H:11]([OH:15])[CH2:10][C@@H:9]([NH:8][C:6](=[O:7])[O:5][C:1]([CH3:2])([CH3:3])[CH3:4])[CH2:41][C:42]1[CH:43]=[CH:44][CH:45]=[CH:46][CH:47]=1, predict the reactants needed to synthesize it. The reactants are: [C:1]([O:5][C:6]([NH:8][C@@H:9]([CH2:41][C:42]1[CH:47]=[CH:46][CH:45]=[CH:44][CH:43]=1)[CH2:10][C@@H:11]1[O:15]C(C)(C)[N:13](C(OCC2C=CC=CC=2)=O)[C@H:12]1[CH2:28][C:29]1[CH:34]=[CH:33][C:32]([C:35]2[CH:36]=[N:37][CH:38]=[CH:39][CH:40]=2)=[CH:31][CH:30]=1)=[O:7])([CH3:4])([CH3:3])[CH3:2].Cl. (3) The reactants are: OC1C=C(C2N=C3C=CC(I)=CN3C=2)C=CC=1.[Br:18][CH2:19][CH2:20][OH:21].N1C=CN=C1.[C:27]([Si:31]([C:39]1[CH:44]=[CH:43][CH:42]=[CH:41][CH:40]=1)([C:33]1[CH:38]=[CH:37][CH:36]=[CH:35][CH:34]=1)Cl)([CH3:30])([CH3:29])[CH3:28].[Cl-].[Na+]. Given the product [Br:18][CH2:19][CH2:20][O:21][Si:31]([C:27]([CH3:30])([CH3:29])[CH3:28])([C:39]1[CH:40]=[CH:41][CH:42]=[CH:43][CH:44]=1)[C:33]1[CH:38]=[CH:37][CH:36]=[CH:35][CH:34]=1, predict the reactants needed to synthesize it. (4) Given the product [C:19]([C:14]1[CH:15]=[C:16]2[C:11](=[CH:12][CH:13]=1)[CH:10]=[C:9]([C:23]1[CH:24]=[C:25]([CH:29]([CH:36]3[CH2:38][CH2:37]3)[NH:30][S:31]([CH2:34][CH3:35])(=[O:32])=[O:33])[CH:26]=[N:27][CH:28]=1)[CH:18]=[CH:17]2)#[N:20], predict the reactants needed to synthesize it. The reactants are: CC1(C)C(C)(C)OB([C:9]2[CH:10]=[C:11]3[C:16](=[CH:17][CH:18]=2)[CH:15]=[C:14]([C:19]#[N:20])[CH:13]=[CH:12]3)O1.Br[C:23]1[CH:24]=[C:25]([CH:29]([CH:36]2[CH2:38][CH2:37]2)[NH:30][S:31]([CH2:34][CH3:35])(=[O:33])=[O:32])[CH:26]=[N:27][CH:28]=1.C(=O)([O-])[O-].[Na+].[Na+].O.C(Cl)Cl. (5) Given the product [F:23][C:22]1[C:16]2[O:15][CH2:14][C@H:13]([CH2:12][NH:31][CH2:28][CH2:29][CH3:30])[O:18][C:17]=2[CH:19]=[C:20]([S:24]([CH3:27])(=[O:25])=[O:26])[CH:21]=1, predict the reactants needed to synthesize it. The reactants are: CC1C=CC(S(O[CH2:12][C@@H:13]2[O:18][C:17]3[CH:19]=[C:20]([S:24]([CH3:27])(=[O:26])=[O:25])[CH:21]=[C:22]([F:23])[C:16]=3[O:15][CH2:14]2)(=O)=O)=CC=1.[CH2:28]([NH2:31])[CH2:29][CH3:30].